The task is: Binary Classification. Given a miRNA mature sequence and a target amino acid sequence, predict their likelihood of interaction.. This data is from Experimentally validated miRNA-target interactions with 360,000+ pairs, plus equal number of negative samples. (1) The miRNA is hsa-miR-378a-3p with sequence ACUGGACUUGGAGUCAGAAGGC. The protein sequence of the target gene is MGDPDLLEVLAEEGEKVNKHIDYSFQMSEQSLSSRETSFLINEETMPAKRFNLFLRRRLMFQKNQQSKDSIFFRDGIRQIDFVLSYVDDVKKDAELKAERRKEFETNLRKTGLELEIEDKRDSEDGRTYFVKIHAPWEVLVTYAEVLGIKMPIKESDIPRPKHTPISYVLGPVRLPLSVKYPHPEYFTAQFSRHRQELFLIEDQATFFPSSSRNRIVYYILSRCPFGIEDGKKRFGIERLLNSNTYSSAYPLHDGQYWKPSEPPNPTNERYTLHQNWARFSYFYKEQPLDLIKNYYGEKI.... Result: 0 (no interaction). (2) The miRNA is mmu-miR-676-3p with sequence CCGUCCUGAGGUUGUUGAGCU. The protein sequence of the target gene is MRSEFWFPSMGSLLPPVLLLWLLSCPRLQLGHAQDPAMVHLPGGRFLMGTDAPDGRDGEGPAREVTVKPFAIDIFPVTNKDFREFVREKKYQTEAEAFGWSFVFEDFVSPELRKQENLMPAVHWWQPVPKAFWRQPAGPGSGIREKLELPVVHVSWNDAGAYCAWRGRRLPTEEEWEFAARGGLKGQVYPWGNRFQPNRTNLWQGKFPKGDKAEDGFHGLSPVNAFPPQNNYGLYDLMGNVWEWTASTYQPAGQDMRVLRGASWIDTADGSANHRARVTTRMGNTPDSASDNLGFRCASS.... Result: 0 (no interaction). (3) The miRNA is hsa-miR-4427 with sequence UCUGAAUAGAGUCUGAAGAGU. The protein sequence of the target gene is MASYFDEHDCEPLNPEREARNNMLLELARRVRGAWSWAPGGRSLFNRMDFEDLGLVDWEHHLPPPAAKAVVESLPRTVISSAKADLKCPVCLLEFEAEETVIEMPCHHLFHSNCILPWLSKTNSCPLCRHELPTDDDSYEEHKKDKARRQQQQHRLENLHGAMYT. Result: 0 (no interaction). (4) The protein sequence of the target gene is MFARGSRRRRSGRAPPEAEDPDRGQPCNSCREQCPGFLLHGWRKICQHCKCPREEHAVHAVPVDLERIMCRLISDFQRHSISDDDSGCASEEYAWVPPGLKPEQVYQFFSCLPEDKVPYVNSPGEKYRIKQLLHQLPPHDSEAQYCTALEEEEKKELRAFSQQRKRENLGRGIVRIFPVTITGAICEECGKQIGGGDIAVFASRAGLGACWHPQCFVCTTCQELLVDLIYFYHVGKVYCGRHHAECLRPRCQACDEIIFSPECTEAEGRHWHMDHFCCFECEASLGGQRYVMRQSRPHCC.... Result: 0 (no interaction). The miRNA is hsa-miR-6811-5p with sequence AUGCAGGCCUGUGUACAGCACU. (5) The miRNA is hsa-miR-6807-3p with sequence CACUGCAUUCCUGCUUGGCCCAG. The protein sequence of the target gene is MASQLQVFSPPSVSSSAFCSAKKLKIEPSGWDVSGQSSNDKYYTHSKTLPATQGQASSSHQVANFNLPAYDQGLLLPAPAVEHIVVTAADSSGSAATATFQSSQTLTHRSNVSLLEPYQKCGLKRKSEEVESNGSVQIIEEHPPLMLQNRTVVGAAATTTTVTTKSSSSSGEGDYQLVQHEILCSMTNSYEVLEFLGRGTFGQVAKCWKRSTKEIVAIKILKNHPSYARQGQIEVSILSRLSSENADEYNFVRSYECFQHKNHTCLVFEMLEQNLYDFLKQNKFSPLPLKYIRPILQQVA.... Result: 0 (no interaction). (6) The miRNA is mmu-miR-6420 with sequence ACUAAUCCUAUAAAAUCAAAC. The protein sequence of the target gene is MSSAPNGRKKRPSRSTRSSIFQISKPPLQSGDWERRGSGSESAHKTQRALDDCKMLVQEFNTQVALYRELVISIGDVSVSCPSLRAEMHKTRTKGCEMARQAHQKLAAISGPEDGEIHPEICRLYIQLQCCLEMYTTEMLKSICLLGSLQFHRKGKEASGGAKNLDSKIEENAETPALEDSLSSPLESQQQCWQVATDIENTERDMREMKNLLSKLRETMPLPLKNQDDSSLLNLTPYPMVRRRKRRFFGLCCLVSS. Result: 0 (no interaction).